This data is from Full USPTO retrosynthesis dataset with 1.9M reactions from patents (1976-2016). The task is: Predict the reactants needed to synthesize the given product. (1) The reactants are: [NH:1]1C2C(=CC(B(O)O)=CC=2)C=C1.Br[C:14]1[CH:15]=[C:16]2[C:22](I)=[CH:21][N:20](S(C3C=CC(C)=CC=3)(=O)=O)[C:17]2=[N:18][CH:19]=1.[NH2:34][C:35]1[N:40]=[CH:39][C:38](B(O)O)=[CH:37][N:36]=1.COC1C=C(B(O)O)C=C(OC)C=1OC.BrC1C=C2[C:68]([C:69]3C=C4C(=CC=3)NC=C4)=[CH:67][N:66](S(C3C=CC(C)=CC=3)(=O)=O)[C:63]2=[N:64]C=1. Given the product [NH:20]1[C:17]2=[N:18][CH:19]=[C:14]([C:38]3[CH:37]=[N:36][C:35]([NH2:34])=[N:40][CH:39]=3)[CH:15]=[C:16]2[C:22]([C:68]2[CH:69]=[N:1][C:63]([NH2:64])=[N:66][CH:67]=2)=[CH:21]1, predict the reactants needed to synthesize it. (2) Given the product [Cl:8][C:9]1[C:10]([F:35])=[C:11]([CH:32]=[CH:33][CH:34]=1)[NH:12][C:13]1[C:22]2[C:17](=[CH:18][C:19]([O:30][CH3:31])=[C:20]([O:23][CH:24]3[CH2:29][CH2:28][CH2:27][N:26]([C:3](=[O:4])[CH2:2][N:49]4[CH2:50][CH2:51][C:47]([F:52])([F:46])[CH2:48]4)[CH2:25]3)[CH:21]=2)[N:16]=[CH:15][N:14]=1, predict the reactants needed to synthesize it. The reactants are: Cl[CH2:2][C:3](Cl)=[O:4].Cl.Cl.[Cl:8][C:9]1[C:10]([F:35])=[C:11]([CH:32]=[CH:33][CH:34]=1)[NH:12][C:13]1[C:22]2[C:17](=[CH:18][C:19]([O:30][CH3:31])=[C:20]([O:23][CH:24]3[CH2:29][CH2:28][CH2:27][NH:26][CH2:25]3)[CH:21]=2)[N:16]=[CH:15][N:14]=1.C(N(C(C)C)CC)(C)C.Cl.[F:46][C:47]1([F:52])[CH2:51][CH2:50][NH:49][CH2:48]1. (3) Given the product [CH2:33]1[CH:34]2[C@:35]3([CH2:52][CH2:51][C@@H:50]4[C@@:48]5([CH3:49])[CH2:47][CH2:46][C@H:45]([OH:53])[C:44]1=[C:43]5[CH2:42][CH2:41][C@H:40]4[C@@H:37]3[CH2:38][CH2:39]2)[CH3:36], predict the reactants needed to synthesize it. The reactants are: [OH-].[Na+].C(O[C@H]1CC[C@@]2(C)C(CC[C@@H]3[C@@H]2CC[C@@]2(C)[C@H]3CCC2=C)=C1)(=O)C1C=CC=CC=1.O.[CH2:33]=[C:34]1[CH2:39][CH2:38][C@H:37]2[C@H:40]3[C@H:50]([CH2:51][CH2:52][C@:35]12[CH3:36])[C@:48]1([CH3:49])[C:43]([CH2:44][C@@H:45]([OH:53])[CH2:46][CH2:47]1)=[CH:42][CH2:41]3. (4) Given the product [CH3:5][O:6][C:7]1[C:12]([NH:13][NH2:1])=[CH:11][C:10]([CH3:14])=[C:9]([C:15]2[CH:20]=[CH:19][C:18]([O:21][C:22]([F:24])([F:25])[F:23])=[CH:17][C:16]=2[O:26][CH3:27])[N:8]=1, predict the reactants needed to synthesize it. The reactants are: [N:1]([O-])=O.[Na+].[CH3:5][O:6][C:7]1[C:12]([NH2:13])=[CH:11][C:10]([CH3:14])=[C:9]([C:15]2[CH:20]=[CH:19][C:18]([O:21][C:22]([F:25])([F:24])[F:23])=[CH:17][C:16]=2[O:26][CH3:27])[N:8]=1.Cl[Sn]Cl.[OH-].[Na+].